From a dataset of Forward reaction prediction with 1.9M reactions from USPTO patents (1976-2016). Predict the product of the given reaction. Given the reactants O[CH2:2][C@H:3]1[CH2:6][CH2:5][N:4]1[C:7]([O:9][C:10]([CH3:13])([CH3:12])[CH3:11])=[O:8].CCN(CC)CC.CS(Cl)(=O)=O.[N-:26]=[N+:27]=[N-:28].[Na+], predict the reaction product. The product is: [N:26]([CH2:2][C@H:3]1[CH2:6][CH2:5][N:4]1[C:7]([O:9][C:10]([CH3:13])([CH3:12])[CH3:11])=[O:8])=[N+:27]=[N-:28].